Dataset: Reaction yield outcomes from USPTO patents with 853,638 reactions. Task: Predict the reaction yield, written as a fraction of the theoretical maximum amount of product (1.0 means a 100% yield; for example, 0.34 means a 34% yield). (1) The yield is 0.290. The product is [CH3:12][C:13]1([CH3:29])[C:17]([CH3:19])([CH3:18])[O:16][B:15]([C:2]2[CH:7]=[CH:6][N:5]=[C:4]([NH:8][C:9](=[O:11])[CH3:10])[CH:3]=2)[O:14]1. The catalyst is C1C=CC(P(C2C=CC=CC=2)[C-]2C=CC=C2)=CC=1.C1C=CC(P(C2C=CC=CC=2)[C-]2C=CC=C2)=CC=1.Cl[Pd]Cl.[Fe+2].CN(C=O)C. The reactants are Br[C:2]1[CH:7]=[CH:6][N:5]=[C:4]([NH:8][C:9](=[O:11])[CH3:10])[CH:3]=1.[CH3:12][C:13]1([CH3:29])[C:17]([CH3:19])([CH3:18])[O:16][B:15]([B:15]2[O:16][C:17]([CH3:19])([CH3:18])[C:13]([CH3:29])([CH3:12])[O:14]2)[O:14]1.CC([O-])=O.[K+]. (2) The reactants are C([O:8][C:9]([C:11]1[CH:12]=[C:13]2[C:18](=[CH:19][CH:20]=1)[N:17]=[C:16]([NH2:21])[CH:15]=[CH:14]2)=[O:10])C1C=CC=CC=1.CC(O)C.[OH-].[K+:27]. The catalyst is O. The product is [K+:27].[NH2:21][C:16]1[CH:15]=[CH:14][C:13]2[C:18](=[CH:19][CH:20]=[C:11]([C:9]([O-:10])=[O:8])[CH:12]=2)[N:17]=1. The yield is 0.950. (3) The reactants are Cl[C:2]1[N:3]=[N:4][CH:5]=[C:6]([Cl:8])[CH:7]=1.[CH:9]([C:11]1[CH:12]=[C:13](B(O)O)[CH:14]=[CH:15][CH:16]=1)=[O:10]. The yield is 0.450. No catalyst specified. The product is [Cl:8][C:6]1[CH:7]=[C:2]([C:15]2[CH:16]=[C:11]([CH:12]=[CH:13][CH:14]=2)[CH:9]=[O:10])[N:3]=[N:4][CH:5]=1. (4) The product is [NH2:15][CH2:14][C@@H:12]1[O:11][C:10](=[O:26])[N:9]([C:4]2[CH:5]=[CH:6][C:7]([I:8])=[C:2]([F:1])[CH:3]=2)[CH2:13]1. The reactants are [F:1][C:2]1[CH:3]=[C:4]([N:9]2[CH2:13][C@@H:12]([CH2:14][N:15]3C(=O)C4C(=CC=CC=4)C3=O)[O:11][C:10]2=[O:26])[CH:5]=[CH:6][C:7]=1[I:8].O.NN. The yield is 0.952. The catalyst is C(O)C. (5) The reactants are [Br:1][C:2]1[CH:7]=[CH:6][CH:5]=[C:4]([CH2:8][CH2:9][CH:10]=[CH2:11])[CH:3]=1.[OH-:12].[Na+].OO. No catalyst specified. The product is [Br:1][C:2]1[CH:3]=[C:4]([CH2:8][CH2:9][CH2:10][CH2:11][OH:12])[CH:5]=[CH:6][CH:7]=1. The yield is 0.900.